Dataset: NCI-60 drug combinations with 297,098 pairs across 59 cell lines. Task: Regression. Given two drug SMILES strings and cell line genomic features, predict the synergy score measuring deviation from expected non-interaction effect. (1) Drug 1: CC1CCC2CC(C(=CC=CC=CC(CC(C(=O)C(C(C(=CC(C(=O)CC(OC(=O)C3CCCCN3C(=O)C(=O)C1(O2)O)C(C)CC4CCC(C(C4)OC)OCCO)C)C)O)OC)C)C)C)OC. Drug 2: CS(=O)(=O)OCCCCOS(=O)(=O)C. Cell line: MALME-3M. Synergy scores: CSS=31.7, Synergy_ZIP=-6.08, Synergy_Bliss=-9.16, Synergy_Loewe=-36.1, Synergy_HSA=-6.37. (2) Drug 1: CN(C)C1=NC(=NC(=N1)N(C)C)N(C)C. Drug 2: CNC(=O)C1=NC=CC(=C1)OC2=CC=C(C=C2)NC(=O)NC3=CC(=C(C=C3)Cl)C(F)(F)F. Cell line: NCI-H522. Synergy scores: CSS=21.6, Synergy_ZIP=-1.61, Synergy_Bliss=1.80, Synergy_Loewe=-26.9, Synergy_HSA=-1.07.